From a dataset of Full USPTO retrosynthesis dataset with 1.9M reactions from patents (1976-2016). Predict the reactants needed to synthesize the given product. (1) Given the product [Cl:1][C:2]1[CH:3]=[N:4][C:5]([N:8]2[CH2:13][CH2:12][CH:11]([C@H:14]3[CH2:16][C@H:15]3[CH2:17][CH2:18][NH:19][C:32]3[CH:37]=[CH:36][C:35]([S:38]([CH3:41])(=[O:40])=[O:39])=[CH:34][CH:33]=3)[CH2:10][CH2:9]2)=[N:6][CH:7]=1, predict the reactants needed to synthesize it. The reactants are: [Cl:1][C:2]1[CH:3]=[N:4][C:5]([N:8]2[CH2:13][CH2:12][CH:11]([C@H:14]3[CH2:16][C@H:15]3[CH2:17][CH2:18][NH2:19])[CH2:10][CH2:9]2)=[N:6][CH:7]=1.C1CCN2C(=NCCC2)CC1.F[C:32]1[CH:37]=[CH:36][C:35]([S:38]([CH3:41])(=[O:40])=[O:39])=[CH:34][CH:33]=1.O. (2) Given the product [O:1]1[C:5]2([CH2:10][CH2:9][CH:8]([CH:11]3[C:12](=[NH:13])[O:18][NH:17][C:14]3=[NH:15])[CH2:7][CH2:6]2)[O:4][CH2:3][CH2:2]1, predict the reactants needed to synthesize it. The reactants are: [O:1]1[C:5]2([CH2:10][CH2:9][CH:8]([CH:11]([C:14]#[N:15])[C:12]#[N:13])[CH2:7][CH2:6]2)[O:4][CH2:3][CH2:2]1.Cl.[NH2:17][OH:18]. (3) Given the product [Br:21][C:19]1[CH:20]=[C:15]([C:13]2[S:14][C:8]3[C:7]([OH:22])=[C:6]([C:4]([NH:23][CH2:24][C:25]([OH:27])=[O:26])=[O:5])[N:11]=[CH:10][C:9]=3[N:12]=2)[CH:16]=[N:17][CH:18]=1, predict the reactants needed to synthesize it. The reactants are: C(O[C:4]([C:6]1[N:11]=[CH:10][C:9]2[N:12]=[C:13]([C:15]3[CH:16]=[N:17][CH:18]=[C:19]([Br:21])[CH:20]=3)[S:14][C:8]=2[C:7]=1[OH:22])=[O:5])C.[NH2:23][CH2:24][C:25]([OH:27])=[O:26]. (4) Given the product [C:10]([NH:14][C@@:8]1([C:23]([NH:19][C:15]([CH3:18])([CH3:17])[CH3:16])=[O:24])[CH2:7][CH2:6][O:5][C@@H:4]1[CH2:1][CH:2]=[CH2:3])(=[O:13])[CH3:11], predict the reactants needed to synthesize it. The reactants are: [CH2:1]([CH:4]1[C:8](=O)[CH2:7][CH2:6][O:5]1)[CH:2]=[CH2:3].[C:10]([O-:13])(=O)[CH3:11].[NH4+:14].[C:15]([N+:19]#[C-])([CH3:18])([CH3:17])[CH3:16].FC(F)(F)[CH2:23][OH:24]. (5) Given the product [CH3:11][C:7]1[CH:8]=[CH:9][CH:10]=[C:2]([CH3:1])[C:3]=1[C:4]([NH:18][C@H:19]([C:34]1[CH:35]=[CH:36][CH:37]=[CH:38][CH:39]=1)[C:20]12[N:26]([C:27]([O:29][C:30]([CH3:33])([CH3:31])[CH3:32])=[O:28])[CH:23]([CH2:24][CH2:25]1)[CH2:22][CH2:21]2)=[O:6], predict the reactants needed to synthesize it. The reactants are: [CH3:1][C:2]1[CH:10]=[CH:9][CH:8]=[C:7]([CH3:11])[C:3]=1[C:4]([OH:6])=O.C(Cl)(=O)C(Cl)=O.[NH2:18][C@H:19]([C:34]1[CH:39]=[CH:38][CH:37]=[CH:36][CH:35]=1)[C:20]12[N:26]([C:27]([O:29][C:30]([CH3:33])([CH3:32])[CH3:31])=[O:28])[CH:23]([CH2:24][CH2:25]1)[CH2:22][CH2:21]2.CCN(C(C)C)C(C)C. (6) The reactants are: Cl[C:2]1[N:3]=[N:4][C:5]2[C:6]3[CH:15]=[CH:14][CH:13]=[CH:12][C:7]=3[CH2:8][CH2:9][C:10]=2[CH:11]=1.[N:16]1[CH:21]=[CH:20][CH:19]=[N:18][C:17]=1[N:22]1[CH2:27][CH2:26][NH:25][CH2:24][CH2:23]1.Cl.[NH4+]. Given the product [N:16]1[CH:21]=[CH:20][CH:19]=[N:18][C:17]=1[N:22]1[CH2:27][CH2:26][N:25]([C:2]2[N:3]=[N:4][C:5]3[C:6]4[CH:15]=[CH:14][CH:13]=[CH:12][C:7]=4[CH2:8][CH2:9][C:10]=3[CH:11]=2)[CH2:24][CH2:23]1, predict the reactants needed to synthesize it.